From a dataset of Catalyst prediction with 721,799 reactions and 888 catalyst types from USPTO. Predict which catalyst facilitates the given reaction. Reactant: Cl[CH2:2][C:3]([NH:5][C:6]1[C:14]2[C:9](=[CH:10][C:11]([Cl:15])=[CH:12][CH:13]=2)[NH:8][N:7]=1)=[O:4].[CH3:16][N:17]([CH3:22])[CH2:18][CH2:19][CH2:20][NH2:21]. Product: [Cl:15][C:11]1[CH:10]=[C:9]2[C:14]([C:6]([NH:5][C:3](=[O:4])[CH2:2][NH:21][CH2:20][CH2:19][CH2:18][N:17]([CH3:22])[CH3:16])=[N:7][NH:8]2)=[CH:13][CH:12]=1. The catalyst class is: 10.